From a dataset of Catalyst prediction with 721,799 reactions and 888 catalyst types from USPTO. Predict which catalyst facilitates the given reaction. (1) Reactant: [I:1][C:2]1[C:10]2[C:5](=[CH:6][CH:7]=[C:8]([C:11]([OH:13])=O)[CH:9]=2)[NH:4][N:3]=1.[O:14]1[CH2:19][CH2:18][N:17]([CH2:20][C:21]2[CH:26]=[CH:25][CH:24]=[CH:23][C:22]=2[CH2:27][NH2:28])[CH2:16][CH2:15]1.CN(C(ON1N=NC2C=CC=CC1=2)=[N+](C)C)C.[B-](F)(F)(F)F.CCN(C(C)C)C(C)C. Product: [I:1][C:2]1[C:10]2[C:5](=[CH:6][CH:7]=[C:8]([C:11]([NH:28][CH2:27][C:22]3[CH:23]=[CH:24][CH:25]=[CH:26][C:21]=3[CH2:20][N:17]3[CH2:18][CH2:19][O:14][CH2:15][CH2:16]3)=[O:13])[CH:9]=2)[NH:4][N:3]=1. The catalyst class is: 136. (2) Reactant: Br[C:2]1[C:3]2[O:12][C:11]([CH2:13][N:14]3[CH2:20][CH2:19][CH2:18][N:17]([C:21]([O:23][C:24]([CH3:27])([CH3:26])[CH3:25])=[O:22])[CH2:16][CH2:15]3)=[CH:10][C:4]=2[C:5](=[O:9])[N:6]([CH3:8])[CH:7]=1.[N:28]1[CH:33]=[CH:32][CH:31]=[CH:30][C:29]=1[CH2:34][NH:35][C:36]1[CH:41]=[C:40](B2OC(C)(C)C(C)(C)O2)[CH:39]=[CH:38][N:37]=1.C([O-])([O-])=O.[Cs+].[Cs+].O. Product: [CH3:8][N:6]1[CH:7]=[C:2]([C:40]2[CH:39]=[CH:38][N:37]=[C:36]([NH:35][CH2:34][C:29]3[CH:30]=[CH:31][CH:32]=[CH:33][N:28]=3)[CH:41]=2)[C:3]2[O:12][C:11]([CH2:13][N:14]3[CH2:20][CH2:19][CH2:18][N:17]([C:21]([O:23][C:24]([CH3:25])([CH3:26])[CH3:27])=[O:22])[CH2:16][CH2:15]3)=[CH:10][C:4]=2[C:5]1=[O:9]. The catalyst class is: 77. (3) Reactant: [F:1][C:2]1[CH:33]=[CH:32][C:5]([O:6][CH2:7][C@@H:8]([OH:31])/[CH:9]=[CH:10]/[C:11]#[C:12]/[CH:13]=[CH:14]/[CH:15]=[CH:16]/[C@@H:17]([OH:30])[C@@H:18]([OH:29])[CH2:19][O:20][CH2:21][C:22]([O:24]C(C)(C)C)=[O:23])=[CH:4][CH:3]=1.[OH-].[Na+].O.Cl. Product: [F:1][C:2]1[CH:33]=[CH:32][C:5]([O:6][CH2:7][C@@H:8]([OH:31])/[CH:9]=[CH:10]/[C:11]#[C:12]/[CH:13]=[CH:14]/[CH:15]=[CH:16]/[C@@H:17]([OH:30])[C@@H:18]([OH:29])[CH2:19][O:20][CH2:21][C:22]([OH:24])=[O:23])=[CH:4][CH:3]=1. The catalyst class is: 5. (4) Product: [Cl:8][CH2:9][CH2:10][CH2:11][C:12]([N:14]=[C:15]=[S:16])=[O:13].[Cl:8][CH2:9][CH2:10][CH2:11][C:12]([NH:14][C:15]([NH:36][C:35]1[CH:37]=[CH:38][C:32]([O:31][C:22]2[C:21]3[C:26](=[CH:27][C:28]([O:29][CH3:30])=[C:19]([O:18][CH3:17])[CH:20]=3)[N:25]=[CH:24][CH:2]=2)=[C:33]([F:39])[CH:34]=1)=[S:16])=[O:13]. The catalyst class is: 8. Reactant: Cl[CH2:2]CCC(Cl)=O.[Cl:8][CH2:9][CH2:10][CH2:11][C:12]([N:14]=[C:15]=[S:16])=[O:13].[CH3:17][O:18][C:19]1[CH:20]=[C:21]2[C:26](=[CH:27][C:28]=1[O:29][CH3:30])[N:25]=[CH:24]N=[C:22]2[O:31][C:32]1[CH:38]=[CH:37][C:35]([NH2:36])=[CH:34][C:33]=1[F:39].C1(C)C=CC=CC=1. (5) Reactant: [OH-].[Li+].[F:3][C:4]1[CH:5]=[C:6]([C@H:11]2[N:16]([CH2:17][C:18]([O:20]C)=[O:19])[C:15](=[O:22])[C:14]3([CH2:28][O:27][CH2:26][CH2:25][O:24][CH2:23]3)[N:13]([CH3:29])[CH2:12]2)[CH:7]=[C:8]([F:10])[CH:9]=1. Product: [F:10][C:8]1[CH:7]=[C:6]([C@H:11]2[N:16]([CH2:17][C:18]([OH:20])=[O:19])[C:15](=[O:22])[C:14]3([CH2:28][O:27][CH2:26][CH2:25][O:24][CH2:23]3)[N:13]([CH3:29])[CH2:12]2)[CH:5]=[C:4]([F:3])[CH:9]=1. The catalyst class is: 20. (6) Reactant: [Br:1][C:2]1[C:3](/[CH:13]=[CH:14]/[N:15](C)C)=[C:4]([N+]([O-])=O)[C:5]([O:8][CH3:9])=[N:6][CH:7]=1.C(OCC)(=O)C.[H][H]. Product: [Br:1][C:2]1[CH:7]=[N:6][C:5]([O:8][CH3:9])=[C:4]2[NH:15][CH:14]=[CH:13][C:3]=12. The catalyst class is: 769.